This data is from Catalyst prediction with 721,799 reactions and 888 catalyst types from USPTO. The task is: Predict which catalyst facilitates the given reaction. (1) Reactant: CC(C[AlH]CC(C)C)C.[F:10][C:11]([F:34])([F:33])[C:12]1[N:13]2[CH:19]=[N:18][C:17]([NH:20][C:21]([C:23]3[CH:32]=[CH:31][C:26]([C:27](OC)=[O:28])=[CH:25][CH:24]=3)=[O:22])=[C:14]2[S:15][CH:16]=1.CO.[C@H](O)(C([O-])=O)[C@@H](O)C([O-])=O.[Na+].[K+]. Product: [OH:28][CH2:27][C:26]1[CH:31]=[CH:32][C:23]([C:21]([NH:20][C:17]2[N:18]=[CH:19][N:13]3[C:12]([C:11]([F:34])([F:33])[F:10])=[CH:16][S:15][C:14]=23)=[O:22])=[CH:24][CH:25]=1. The catalyst class is: 2. (2) Reactant: [CH3:1][CH2:2][C@H:3]1[O:18][C:16](=[O:17])[C@H:15]([CH3:19])[C@@H:14]([O:20][C@@H:21]2[O:26][C@@H:25]([CH3:27])[C@H:24]([OH:28])[C@@:23]([O:30][CH3:31])([CH3:29])[CH2:22]2)[C@H:13]([CH3:32])[C@@H:12]([O:33][C@@H:34]2[O:39][C@H:38]([CH3:40])[CH2:37][C@H:36]([N:41]([CH3:43])[CH3:42])[C@H:35]2[OH:44])[C@@:11]([OH:46])([CH3:45])[CH2:10][C@@H:9]([CH3:47])[CH2:8][N:7]([CH3:48])[C@H:6]([CH3:49])[C@@H:5]([OH:50])[C@@:4]1([OH:52])[CH3:51].[CH2:53]([OH:55])[CH3:54]. Product: [CH3:1][CH2:2][C@H:3]1[O:18][C:16](=[O:17])[C@H:15]([CH3:19])[C@@H:14]([O:20][C@@H:21]2[O:26][C@@H:25]([CH3:27])[C@H:24]([OH:28])[C@@:23]([O:30][CH3:31])([CH3:29])[CH2:22]2)[C@H:13]([CH3:32])[C@@H:12]([O:33][C@@H:34]2[O:39][C@H:38]([CH3:40])[CH2:37][C@H:36]([N:41]([CH3:43])[CH3:42])[C@H:35]2[OH:44])[C@@:11]([OH:46])([CH3:45])[CH2:10][C@@H:9]([CH3:47])[CH2:8][N:7]([CH3:48])[C@H:6]([CH3:49])[C@@H:5]([OH:50])[C@@:4]1([OH:52])[CH3:51].[CH2:53]([O-:55])[CH3:54]. The catalyst class is: 6. (3) Reactant: C1(P(C2C=CC=CC=2)C2C=CC=CC=2)C=CC=CC=1.N1C=CN=C1.[I:25]I.[C:27]1([C:48]2[CH:53]=[CH:52][CH:51]=[CH:50][CH:49]=2)[CH:32]=[CH:31][C:30]([CH2:33][O:34][C:35]2[CH:36]=[C:37]3[C:42](=[CH:43][CH:44]=2)[CH2:41][CH:40]([CH2:45][CH2:46]O)[CH2:39][CH2:38]3)=[CH:29][CH:28]=1. Product: [C:27]1([C:48]2[CH:53]=[CH:52][CH:51]=[CH:50][CH:49]=2)[CH:32]=[CH:31][C:30]([CH2:33][O:34][C:35]2[CH:36]=[C:37]3[C:42](=[CH:43][CH:44]=2)[CH2:41][CH:40]([CH2:45][CH2:46][I:25])[CH2:39][CH2:38]3)=[CH:29][CH:28]=1. The catalyst class is: 20. (4) Reactant: Cl[C:2]1[NH:3][C:4]([C:12]2[CH:17]=[CH:16][CH:15]=[CH:14][CH:13]=2)=[C:5]([F:11])[C:6]=1[C:7]([O:9][CH3:10])=[O:8].C(N(CC)CC)C. Product: [F:11][C:5]1[C:6]([C:7]([O:9][CH3:10])=[O:8])=[CH:2][NH:3][C:4]=1[C:12]1[CH:17]=[CH:16][CH:15]=[CH:14][CH:13]=1. The catalyst class is: 129. (5) Reactant: C(Cl)CCl.[CH3:5][NH:6][CH3:7].[Cl:8][C:9]1[N:14]=[C:13]([C:15](O)=[O:16])[C:12]([C:18]([F:21])([F:20])[F:19])=[CH:11][CH:10]=1.[Cl-].[NH4+]. Product: [Cl:8][C:9]1[N:14]=[C:13]([C:15]([N:6]([CH3:7])[CH3:5])=[O:16])[C:12]([C:18]([F:21])([F:20])[F:19])=[CH:11][CH:10]=1. The catalyst class is: 4. (6) Reactant: [CH3:1][C@H:2]1[N:14]2[C:6](=[CH:7][C:8]3[C:13]2=[N:12][CH:11]=[C:10]([CH3:15])[CH:9]=3)[CH2:5][NH:4][CH2:3]1.[C:16]([O:20][C:21](O[C:21]([O:20][C:16]([CH3:19])([CH3:18])[CH3:17])=[O:22])=[O:22])([CH3:19])([CH3:18])[CH3:17]. Product: [C:16]([O:20][C:21]([N:4]1[CH2:3][C@@H:2]([CH3:1])[N:14]2[C:6](=[CH:7][C:8]3[C:13]2=[N:12][CH:11]=[C:10]([CH3:15])[CH:9]=3)[CH2:5]1)=[O:22])([CH3:19])([CH3:18])[CH3:17]. The catalyst class is: 277. (7) Reactant: [CH:1]1([C:7]2[NH:11][C:10](=[O:12])[C:9]3([CH2:17][CH2:16][N:15]([S:18]([CH:21]=[CH2:22])(=[O:20])=[O:19])[CH2:14][CH2:13]3)[N:8]=2)[CH2:6][CH2:5][CH2:4][CH2:3][CH2:2]1.Br[C:24]1[CH:25]=[CH:26][CH:27]=[C:28]2[C:33]=1[N:32]=[CH:31][CH:30]=[CH:29]2.C([O-])(=O)C.[Na+]. Product: [CH:1]1([C:7]2[NH:11][C:10](=[O:12])[C:9]3([CH2:17][CH2:16][N:15]([S:18](/[CH:21]=[CH:22]/[C:24]4[CH:25]=[CH:26][CH:27]=[C:28]5[C:33]=4[N:32]=[CH:31][CH:30]=[CH:29]5)(=[O:20])=[O:19])[CH2:14][CH2:13]3)[N:8]=2)[CH2:2][CH2:3][CH2:4][CH2:5][CH2:6]1. The catalyst class is: 44. (8) Reactant: [N+:1]([C:4]1[CH:5]=[C:6]2[C:10](=[CH:11][CH:12]=1)[NH:9][C:8](=[O:13])[CH2:7]2)([O-])=O.C(O)C. Product: [NH2:1][C:4]1[CH:5]=[C:6]2[C:10](=[CH:11][CH:12]=1)[NH:9][C:8](=[O:13])[CH2:7]2. The catalyst class is: 312. (9) Reactant: [NH2:1][C:2]1[CH:3]=[C:4]([CH:7]=[CH:8][CH:9]=1)[CH2:5][NH2:6].C(N(C(C)C)CC)(C)C.[CH3:19][C:20]([O:23][C:24](O[C:24]([O:23][C:20]([CH3:22])([CH3:21])[CH3:19])=[O:25])=[O:25])([CH3:22])[CH3:21]. Product: [NH2:1][C:2]1[CH:3]=[C:4]([CH:7]=[CH:8][CH:9]=1)[CH2:5][NH:6][C:24](=[O:25])[O:23][C:20]([CH3:22])([CH3:21])[CH3:19]. The catalyst class is: 2.